This data is from Forward reaction prediction with 1.9M reactions from USPTO patents (1976-2016). The task is: Predict the product of the given reaction. (1) Given the reactants [OH:1][C:2]1[CH:7]=[CH:6][C:5]([C:8]2[CH:12]=[C:11]([C:13]([NH2:15])=[O:14])[O:10][N:9]=2)=[CH:4][CH:3]=1.C([O-])([O-])=O.[K+].[K+].[Cl:22][C:23]1[CH:30]=[CH:29][CH:28]=[C:27]([Cl:31])[C:24]=1[CH2:25]Br, predict the reaction product. The product is: [Cl:22][C:23]1[CH:30]=[CH:29][CH:28]=[C:27]([Cl:31])[C:24]=1[CH2:25][O:1][C:2]1[CH:3]=[CH:4][C:5]([C:8]2[CH:12]=[C:11]([C:13]([NH2:15])=[O:14])[O:10][N:9]=2)=[CH:6][CH:7]=1. (2) Given the reactants C1(P(C2C=CC=CC=2)C2C=CC3C(=CC=CC=3)C=2C2C3C(=CC=CC=3)C=CC=2P(C2C=CC=CC=2)C2C=CC=CC=2)C=CC=CC=1.C(=O)([O-])[O-].[Cs+].[Cs+].[C:53](=[NH:66])([C:60]1[CH:65]=[CH:64][CH:63]=[CH:62][CH:61]=1)[C:54]1[CH:59]=[CH:58][CH:57]=[CH:56][CH:55]=1.Br[C:68]1[CH:102]=[CH:101][C:71]([CH2:72][O:73][CH2:74][CH2:75][O:76][CH2:77][CH2:78][CH2:79][CH2:80][CH2:81][CH2:82][N:83]2[CH2:87][C@@H:86]([C:88]3[CH:99]=[CH:98][C:91]4[O:92][C:93]([CH3:97])([CH3:96])[O:94][CH2:95][C:90]=4[CH:89]=3)[O:85][C:84]2=[O:100])=[CH:70][CH:69]=1, predict the reaction product. The product is: [CH3:96][C:93]1([CH3:97])[O:92][C:91]2[CH:98]=[CH:99][C:88]([C@H:86]3[O:85][C:84](=[O:100])[N:83]([CH2:82][CH2:81][CH2:80][CH2:79][CH2:78][CH2:77][O:76][CH2:75][CH2:74][O:73][CH2:72][C:71]4[CH:70]=[CH:69][C:68]([N:66]=[C:53]([C:60]5[CH:61]=[CH:62][CH:63]=[CH:64][CH:65]=5)[C:54]5[CH:59]=[CH:58][CH:57]=[CH:56][CH:55]=5)=[CH:102][CH:101]=4)[CH2:87]3)=[CH:89][C:90]=2[CH2:95][O:94]1. (3) Given the reactants [Cl:1][C:2]1[C:3]([C:22]([F:25])([F:24])[F:23])=[CH:4][C:5]2[N:9]=[C:8]([CH2:10][CH3:11])[N:7]([C:12]3[CH:17]=[CH:16][C:15]([CH2:18][CH2:19][OH:20])=[CH:14][CH:13]=3)[C:6]=2[CH:21]=1.Cl[C:27]([O:29][C:30]1[CH:35]=[CH:34][CH:33]=[CH:32][CH:31]=1)=[O:28], predict the reaction product. The product is: [C:27](=[O:28])([O:29][C:30]1[CH:35]=[CH:34][CH:33]=[CH:32][CH:31]=1)[O:20][CH2:19][CH2:18][C:15]1[CH:14]=[CH:13][C:12]([N:7]2[C:6]3[CH:21]=[C:2]([Cl:1])[C:3]([C:22]([F:23])([F:25])[F:24])=[CH:4][C:5]=3[N:9]=[C:8]2[CH2:10][CH3:11])=[CH:17][CH:16]=1. (4) Given the reactants [Cl:1][C:2]1[CH:3]=[C:4]2[C:8](=[CH:9][CH:10]=1)[NH:7][C:6]([C:11]([O:13][CH2:14][CH3:15])=[O:12])=[CH:5]2.C(=O)([O-])[O-].[K+].[K+].I[CH2:23][CH3:24].CN(C)C=O, predict the reaction product. The product is: [Cl:1][C:2]1[CH:3]=[C:4]2[C:8](=[CH:9][CH:10]=1)[N:7]([CH2:23][CH3:24])[C:6]([C:11]([O:13][CH2:14][CH3:15])=[O:12])=[CH:5]2. (5) Given the reactants Br[C:2]1[CH:3]=[C:4]([CH3:11])[C:5]2[N:6]([CH:8]=[CH:9][N:10]=2)[CH:7]=1.[F:12][C:13]([F:24])([F:23])[C:14]1[CH:19]=[CH:18][C:17](B(O)O)=[CH:16][CH:15]=1.C([O-])([O-])=O.[Na+].[Na+].CO[CH2:33][CH2:34]OC, predict the reaction product. The product is: [C:33]([C:8]1[N:6]2[CH:7]=[C:2]([C:17]3[CH:18]=[CH:19][C:14]([C:13]([F:24])([F:23])[F:12])=[CH:15][CH:16]=3)[CH:3]=[C:4]([CH3:11])[C:5]2=[N:10][CH:9]=1)#[CH:34]. (6) Given the reactants [C:1]([O:5][C:6](=[O:15])[CH2:7]/[N:8]=[CH:9]/[CH2:10][C:11]([CH3:14])([CH3:13])[CH3:12])([CH3:4])([CH3:3])[CH3:2].[Cl:16][C:17]1[CH:25]=[C:24]2[C:20](/[C:21](=[CH:27]/[C:28]3[CH:33]=[CH:32][CH:31]=[C:30]([Cl:34])[C:29]=3[F:35])/[C:22](=[O:26])[NH:23]2)=[CH:19][CH:18]=1.C(N(CC)CC)C.C1CCN2C(=NCCC2)CC1, predict the reaction product. The product is: [C:1]([O:5][C:6]([CH:7]1[NH:8][CH:9]([CH2:10][C:11]([CH3:14])([CH3:13])[CH3:12])[C:21]2([C:20]3[C:24](=[CH:25][C:17]([Cl:16])=[CH:18][CH:19]=3)[NH:23][C:22]2=[O:26])[CH:27]1[C:28]1[CH:33]=[CH:32][CH:31]=[C:30]([Cl:34])[C:29]=1[F:35])=[O:15])([CH3:4])([CH3:3])[CH3:2]. (7) Given the reactants [CH:1]1([CH2:4][NH:5][C:6]([NH2:8])=[S:7])[CH2:3][CH2:2]1.C[O-].[Na+].[C:12]([CH2:14][C:15](OCC)=[O:16])#[N:13], predict the reaction product. The product is: [NH2:13][C:12]1[N:5]([CH2:4][CH:1]2[CH2:3][CH2:2]2)[C:6](=[S:7])[NH:8][C:15](=[O:16])[CH:14]=1. (8) Given the reactants Br[C:2]1[CH:3]=[N:4][CH:5]=[C:6]2[C:11]=1[N:10]=[C:9]([C:12]([NH2:14])=[O:13])[CH:8]=[CH:7]2.[F:15][C:16]1[CH:17]=[C:18](B(O)O)[CH:19]=[CH:20][CH:21]=1.C(=O)([O-])[O-].[Cs+].[Cs+], predict the reaction product. The product is: [F:15][C:16]1[CH:21]=[C:20]([C:2]2[CH:3]=[N:4][CH:5]=[C:6]3[C:11]=2[N:10]=[C:9]([C:12]([NH2:14])=[O:13])[CH:8]=[CH:7]3)[CH:19]=[CH:18][CH:17]=1. (9) Given the reactants [OH:1][C:2]1[N:6]2[C:7](=[O:19])[C:8]3[NH:9][CH:10]=[N:11][C:12]=3[N:13]([CH2:14][CH2:15][CH2:16][CH2:17][CH3:18])[C:5]2=[N:4][N:3]=1.[Br:20]N1C(=O)CCC1=O, predict the reaction product. The product is: [Br:20][C:10]1[NH:9][C:8]2[C:7](=[O:19])[N:6]3[C:2]([OH:1])=[N:3][N:4]=[C:5]3[N:13]([CH2:14][CH2:15][CH2:16][CH2:17][CH3:18])[C:12]=2[N:11]=1.